From a dataset of Forward reaction prediction with 1.9M reactions from USPTO patents (1976-2016). Predict the product of the given reaction. (1) Given the reactants [ClH:1].Cl.[CH2:3]([C:7]1[N:8]=[N:9][C:10]([O:30][CH:31]2[CH2:36][CH2:35][N:34]([CH3:37])[CH2:33][CH2:32]2)=[CH:11][C:12]=1[C:13]1[CH:14]=[CH:15][C:16]([O:23][CH:24]2[CH2:29][CH2:28][CH2:27][CH2:26][CH2:25]2)=[C:17]([NH:19][C:20](=[O:22])[CH3:21])[CH:18]=1)[CH2:4][CH2:5][CH3:6].Br[CH2:39][CH2:40]CC([Cl:44])=O.CCN(C(C)C)C(C)C.[H-].[Na+].Cl, predict the reaction product. The product is: [ClH:44].[ClH:1].[CH2:3]([C:7]1[N:8]=[N:9][C:10]([O:30][CH:31]2[CH2:36][CH2:35][N:34]([CH3:37])[CH2:33][CH2:32]2)=[CH:11][C:12]=1[C:13]1[CH:14]=[CH:15][C:16]([O:23][CH:24]2[CH2:29][CH2:28][CH2:27][CH2:26][CH2:25]2)=[C:17]([N:19]2[CH2:40][CH2:39][CH2:21][C:20]2=[O:22])[CH:18]=1)[CH2:4][CH2:5][CH3:6]. (2) Given the reactants [Cl:1][C:2]1[N:7]=[C:6]([CH2:8][C:9]2[CH:14]=[CH:13][C:12]([Cl:15])=[CH:11][CH:10]=2)[CH:5]=[C:4]([C:16]([CH3:23])([O:18][Si](C)(C)C)[CH3:17])[N:3]=1.O.C1(C)C=CC(S(O)(=O)=O)=CC=1, predict the reaction product. The product is: [Cl:1][C:2]1[N:3]=[C:4]([C:16]([OH:18])([CH3:23])[CH3:17])[CH:5]=[C:6]([CH2:8][C:9]2[CH:10]=[CH:11][C:12]([Cl:15])=[CH:13][CH:14]=2)[N:7]=1. (3) Given the reactants [S:1]1[CH:5]=[CH:4][CH:3]=[C:2]1[CH2:6][NH:7][C:8]([C:10]1[N:11]=[C:12]2[C:17]([C:18]([F:21])([F:20])[F:19])=[CH:16][CH:15]=[CH:14][N:13]2[CH:22]=1)=[O:9].[C:23]1(B(O)O)[CH:28]=[CH:27][CH:26]=[CH:25][CH:24]=1.C(=O)(O)[O-].[Na+], predict the reaction product. The product is: [S:1]1[CH:5]=[CH:4][CH:3]=[C:2]1[CH2:6][NH:7][C:8]([C:10]1[N:11]=[C:12]2[C:17]([C:18]([F:21])([F:19])[F:20])=[CH:16][C:15]([C:23]3[CH:28]=[CH:27][CH:26]=[CH:25][CH:24]=3)=[CH:14][N:13]2[CH:22]=1)=[O:9]. (4) Given the reactants [Cl:1][C:2]1[CH:3]=[C:4]2[C:8](=[CH:9][CH:10]=1)[N:7]([CH2:11][CH2:12][CH2:13][S:14]([N:17]1[CH2:22][CH2:21][N:20](C(OC(C)(C)C)=O)[CH2:19][CH2:18]1)(=[O:16])=[O:15])[C:6]([CH2:30][N:31]1[C:35]3=[CH:36][N:37]=[CH:38][CH:39]=[C:34]3[C:33]3([CH2:41][CH2:40]3)[C:32]1=[O:42])=[CH:5]2.FC(F)(F)C(O)=O, predict the reaction product. The product is: [Cl:1][C:2]1[CH:3]=[C:4]2[C:8](=[CH:9][CH:10]=1)[N:7]([CH2:11][CH2:12][CH2:13][S:14]([N:17]1[CH2:22][CH2:21][NH:20][CH2:19][CH2:18]1)(=[O:16])=[O:15])[C:6]([CH2:30][N:31]1[C:35]3=[CH:36][N:37]=[CH:38][CH:39]=[C:34]3[C:33]3([CH2:41][CH2:40]3)[C:32]1=[O:42])=[CH:5]2. (5) Given the reactants [CH3:1][O:2][C:3](=[O:33])[CH2:4][C@H:5]1[C:9]2[CH:10]=[CH:11][C:12]([O:14][C@H:15]3[C:23]4[C:18](=[C:19]([O:25][C:26]5[CH:31]=[CH:30][C:29]([OH:32])=[CH:28][CH:27]=5)[CH:20]=[CH:21][C:22]=4[F:24])[CH2:17][CH2:16]3)=[CH:13][C:8]=2[O:7][CH2:6]1.[CH3:34][S:35]([CH2:38][CH2:39][CH2:40]OS(C1C=CC(C)=CC=1)(=O)=O)(=[O:37])=[O:36], predict the reaction product. The product is: [CH3:1][O:2][C:3](=[O:33])[CH2:4][C@H:5]1[C:9]2[CH:10]=[CH:11][C:12]([O:14][C@H:15]3[C:23]4[C:18](=[C:19]([O:25][C:26]5[CH:27]=[CH:28][C:29]([O:32][CH2:40][CH2:39][CH2:38][S:35]([CH3:34])(=[O:37])=[O:36])=[CH:30][CH:31]=5)[CH:20]=[CH:21][C:22]=4[F:24])[CH2:17][CH2:16]3)=[CH:13][C:8]=2[O:7][CH2:6]1. (6) The product is: [K+:20].[N:25]1[CH:26]=[CH:31][C:30]([NH:15][C:14]2[C:13]3[C:8](=[CH:9][CH:10]=[CH:11][CH:12]=3)[NH:7][C:6]=2[C:4]([O-:3])=[O:5])=[CH:29][CH:28]=1. Given the reactants C([O:3][C:4]([C:6]1[NH:7][C:8]2[C:13]([C:14]=1[NH2:15])=[CH:12][CH:11]=[CH:10][CH:9]=2)=[O:5])C.C(O)C.[OH-].[K+:20].[K+].NC1[C:31]2[C:26](=C[CH:28]=[CH:29][CH:30]=2)[NH:25]C=1C([O-])=O, predict the reaction product. (7) Given the reactants Cl[C:2]1[CH:10]=[C:9]2[C:5]([C:6]([C:11]3[CH:16]=[CH:15][N:14]=[C:13]([NH:17][CH:18]4[CH2:23][C:22]([CH3:25])([CH3:24])[NH:21][C:20]([CH3:27])([CH3:26])[CH2:19]4)[N:12]=3)=[CH:7][NH:8]2)=[CH:4][CH:3]=1.[C:28](#[N:31])[CH:29]=[CH2:30].CCCC[N+](CCCC)(CCCC)CCCC.[F-], predict the reaction product. The product is: [CH3:26][C:20]1([CH3:27])[CH2:19][CH:18]([NH:17][C:13]2[N:12]=[C:11]([C:6]3[C:5]4[C:9](=[CH:10][C:2](/[CH:30]=[CH:29]/[C:28]#[N:31])=[CH:3][CH:4]=4)[NH:8][CH:7]=3)[CH:16]=[CH:15][N:14]=2)[CH2:23][C:22]([CH3:24])([CH3:25])[NH:21]1. (8) Given the reactants [CH3:1][C@@H:2]1[NH:8][CH2:7][CH2:6][CH2:5][N:4]([C:9]([O:11][C:12]([CH3:15])([CH3:14])[CH3:13])=[O:10])[CH2:3]1.C(N(CC)CC)C.Cl.[F:24][C:25]1[C:34]2[C:33]([S:35](Cl)(=[O:37])=[O:36])=[CH:32][CH:31]=[CH:30][C:29]=2[CH:28]=[N:27][CH:26]=1, predict the reaction product. The product is: [F:24][C:25]1[C:34]2[C:29](=[CH:30][CH:31]=[CH:32][C:33]=2[S:35]([N:8]2[CH2:7][CH2:6][CH2:5][N:4]([C:9]([O:11][C:12]([CH3:14])([CH3:13])[CH3:15])=[O:10])[CH2:3][C@@H:2]2[CH3:1])(=[O:36])=[O:37])[CH:28]=[N:27][CH:26]=1.